From a dataset of Reaction yield outcomes from USPTO patents with 853,638 reactions. Predict the reaction yield, written as a fraction of the theoretical maximum amount of product (1.0 means a 100% yield; for example, 0.34 means a 34% yield). The reactants are [CH2:1]([S:3][C:4]1[NH:9][C:8](=[O:10])[CH:7]=[C:6]([CH3:11])[N:5]=1)[CH3:2].Br[CH2:13][C:14]1[CH:19]=[CH:18][C:17]([C:20]2[C:21]([C:26]#[N:27])=[CH:22][CH:23]=[CH:24][CH:25]=2)=[CH:16][CH:15]=1.C(=O)([O-])[O-].[K+].[K+]. The catalyst is C(#N)C. The product is [CH2:1]([S:3][C:4]1[N:9]([CH2:13][C:14]2[CH:15]=[CH:16][C:17]([C:20]3[C:21]([C:26]#[N:27])=[CH:22][CH:23]=[CH:24][CH:25]=3)=[CH:18][CH:19]=2)[C:8](=[O:10])[CH:7]=[C:6]([CH3:11])[N:5]=1)[CH3:2]. The yield is 0.300.